Dataset: Experimentally validated miRNA-target interactions with 360,000+ pairs, plus equal number of negative samples. Task: Binary Classification. Given a miRNA mature sequence and a target amino acid sequence, predict their likelihood of interaction. The protein sequence of the target gene is MAAVDIRDNLLGISWVDSSWIPILNSGSVLDYFSERSNPFYDRTCNNEVVKMQRLTLEHLNQMVGIEYILLHAQEPILFIIRKQQRQSPAQVIPLADYYIIAGVIYQAPDLGSVINSRVLTAVHGIQSAFDEAMSYCRYHPSKGYWWHFKDHEEQDKVRPKAKRKEEPSSIFQRQRVDALLLDLRQKFPPKFVQLKPGEKPVPVDQTKKEAEPIPETVKPEEKETTKNVQQTVSAKGPPEKRMRLQ. Result: 0 (no interaction). The miRNA is mmu-miR-29b-1-5p with sequence GCUGGUUUCAUAUGGUGGUUUA.